Predict the reactants needed to synthesize the given product. From a dataset of Full USPTO retrosynthesis dataset with 1.9M reactions from patents (1976-2016). (1) Given the product [F:33][C:34]1[CH:39]=[C:38]([NH:40][C:41](=[O:53])[C:42]2[CH:43]=[CH:44][C:45]([O:48][C:49]([F:50])([F:51])[F:52])=[CH:46][CH:47]=2)[CH:37]=[CH:36][C:35]=1[C:54]1[CH:62]=[C:61]2[C:57]([CH2:58][N:59]([C@@H:64]([CH:69]([CH3:71])[CH3:70])[C:65]([OH:67])=[O:66])[C:60]2=[O:63])=[CH:56][CH:55]=1, predict the reactants needed to synthesize it. The reactants are: C(NC1C=CC(C2C=C3C(CN([C@@H](C(C)C)C(O)=O)C3=O)=CC=2)=CC=1)(=O)C1C=CC=CC=1.[F:33][C:34]1[CH:39]=[C:38]([NH:40][C:41](=[O:53])[C:42]2[CH:47]=[CH:46][C:45]([O:48][C:49]([F:52])([F:51])[F:50])=[CH:44][CH:43]=2)[CH:37]=[CH:36][C:35]=1[C:54]1[CH:62]=[C:61]2[C:57]([CH2:58][N:59]([C@@H:64]([CH:69]([CH3:71])[CH3:70])[C:65]([O:67]C)=[O:66])[C:60]2=[O:63])=[CH:56][CH:55]=1. (2) Given the product [CH3:18][N:2]([CH3:1])[C:3]([CH2:5][CH2:6][N:7]([CH3:22])[C:8](=[O:17])[O:9][CH2:10][C:11]1[CH:16]=[CH:15][CH:14]=[CH:13][CH:12]=1)=[O:4], predict the reactants needed to synthesize it. The reactants are: [CH3:1][N:2]([CH3:18])[C:3]([CH2:5][CH2:6][NH:7][C:8](=[O:17])[O:9][CH2:10][C:11]1[CH:16]=[CH:15][CH:14]=[CH:13][CH:12]=1)=[O:4].[H-].[Na+].I[CH3:22].O. (3) Given the product [CH3:1][O:2][C:3]1[C:12]([NH:13][C:14]([N:36]2[CH2:37][CH2:38][N:33]([C:30]3[CH:31]=[CH:32][C:27]([CH2:23][CH2:24][CH2:25][CH3:26])=[CH:28][CH:29]=3)[CH2:34][CH2:35]2)=[S:22])=[N:11][C:10]2[C:5](=[CH:6][CH:7]=[CH:8][CH:9]=2)[N:4]=1, predict the reactants needed to synthesize it. The reactants are: [CH3:1][O:2][C:3]1[C:12]([NH:13][C:14](=[S:22])OC2C=CC=CC=2)=[N:11][C:10]2[C:5](=[CH:6][CH:7]=[CH:8][CH:9]=2)[N:4]=1.[CH2:23]([C:27]1[CH:32]=[CH:31][C:30]([N:33]2[CH2:38][CH2:37][NH:36][CH2:35][CH2:34]2)=[CH:29][CH:28]=1)[CH2:24][CH2:25][CH3:26]. (4) Given the product [CH3:1][O:2][C:3]1[C:12]2[C:7](=[CH:8][CH:9]=[CH:10][CH:11]=2)[C:6]([C:16]2[CH:15]=[CH:14][C:23]3[C:18](=[CH:19][CH:20]=[CH:21][CH:22]=3)[CH:17]=2)=[CH:5][CH:4]=1, predict the reactants needed to synthesize it. The reactants are: [CH3:1][O:2][C:3]1[C:12]2[C:7](=[CH:8][CH:9]=[CH:10][CH:11]=2)[C:6](Br)=[CH:5][CH:4]=1.[CH:14]1[C:23]2[C:18](=[CH:19][CH:20]=[CH:21][CH:22]=2)[CH:17]=[CH:16][C:15]=1B(O)O.C(=O)([O-])[O-].[K+].[K+].O. (5) The reactants are: [Cl:1][C:2]1[CH:18]=[CH:17][CH:16]=[C:15]([N+:19]([O-:21])=[O:20])[C:3]=1[O:4][C:5]1[CH:10]=[CH:9][C:8]([S:11](Cl)(=[O:13])=[O:12])=[CH:7][CH:6]=1.[CH2:22]([OH:27])[C:23]([CH3:26])([CH3:25])[CH3:24]. Given the product [CH3:24][C:23]([CH3:26])([CH3:25])[CH2:22][O:27][S:11]([C:8]1[CH:7]=[CH:6][C:5]([O:4][C:3]2[C:15]([N+:19]([O-:21])=[O:20])=[CH:16][CH:17]=[CH:18][C:2]=2[Cl:1])=[CH:10][CH:9]=1)(=[O:13])=[O:12], predict the reactants needed to synthesize it. (6) Given the product [C:1]1([C:7](=[N:14][CH:15]([CH:25]([C:24]([F:23])([F:32])[F:33])[CH2:26][C:27]([O:29][CH2:30][CH3:31])=[O:28])[C:16]([O:18][CH2:19][CH3:20])=[O:17])[C:8]2[CH:9]=[CH:10][CH:11]=[CH:12][CH:13]=2)[CH:2]=[CH:3][CH:4]=[CH:5][CH:6]=1, predict the reactants needed to synthesize it. The reactants are: [C:1]1([C:7](=[N:14][CH2:15][C:16]([O:18][CH2:19][CH3:20])=[O:17])[C:8]2[CH:13]=[CH:12][CH:11]=[CH:10][CH:9]=2)[CH:6]=[CH:5][CH:4]=[CH:3][CH:2]=1.[OH-].[Na+].[F:23][C:24]([F:33])([F:32])/[CH:25]=[CH:26]/[C:27]([O:29][CH2:30][CH3:31])=[O:28]. (7) The reactants are: [CH2:1]([O:3][P:4]([CH2:9][NH:10][C:11]1[CH:20]=[CH:19][C:18]2[C:13](=[C:14]([C:22]3[C:31]4[C:26](=[CH:27][CH:28]=[CH:29][CH:30]=4)[CH:25]=[CH:24][CH:23]=3)[CH:15]=[C:16](I)[CH:17]=2)[N:12]=1)(=[O:8])[O:5][CH2:6][CH3:7])[CH3:2].CCN(CC)CC. Given the product [CH2:1]([O:3][P:4]([CH2:9][NH:10][C:11]1[CH:20]=[CH:19][C:18]2[C:13](=[C:14]([C:22]3[C:31]4[C:26](=[CH:27][CH:28]=[CH:29][CH:30]=4)[CH:25]=[CH:24][CH:23]=3)[CH:15]=[CH:16][CH:17]=2)[N:12]=1)(=[O:8])[O:5][CH2:6][CH3:7])[CH3:2], predict the reactants needed to synthesize it.